Dataset: NCI-60 drug combinations with 297,098 pairs across 59 cell lines. Task: Regression. Given two drug SMILES strings and cell line genomic features, predict the synergy score measuring deviation from expected non-interaction effect. (1) Drug 1: CN1CCC(CC1)COC2=C(C=C3C(=C2)N=CN=C3NC4=C(C=C(C=C4)Br)F)OC. Drug 2: C1=NC(=NC(=O)N1C2C(C(C(O2)CO)O)O)N. Cell line: 786-0. Synergy scores: CSS=7.58, Synergy_ZIP=-0.282, Synergy_Bliss=1.26, Synergy_Loewe=-0.297, Synergy_HSA=0.916. (2) Drug 1: CC1OCC2C(O1)C(C(C(O2)OC3C4COC(=O)C4C(C5=CC6=C(C=C35)OCO6)C7=CC(=C(C(=C7)OC)O)OC)O)O. Drug 2: CC(C)NC(=O)C1=CC=C(C=C1)CNNC.Cl. Cell line: MDA-MB-231. Synergy scores: CSS=27.6, Synergy_ZIP=1.87, Synergy_Bliss=2.23, Synergy_Loewe=-8.40, Synergy_HSA=1.05. (3) Drug 1: CCC(=C(C1=CC=CC=C1)C2=CC=C(C=C2)OCCN(C)C)C3=CC=CC=C3.C(C(=O)O)C(CC(=O)O)(C(=O)O)O. Drug 2: C(CCl)NC(=O)N(CCCl)N=O. Cell line: PC-3. Synergy scores: CSS=10.1, Synergy_ZIP=-4.01, Synergy_Bliss=-1.15, Synergy_Loewe=-3.42, Synergy_HSA=-0.486. (4) Drug 1: CC1OCC2C(O1)C(C(C(O2)OC3C4COC(=O)C4C(C5=CC6=C(C=C35)OCO6)C7=CC(=C(C(=C7)OC)O)OC)O)O. Drug 2: CC(C)CN1C=NC2=C1C3=CC=CC=C3N=C2N. Cell line: HOP-92. Synergy scores: CSS=34.2, Synergy_ZIP=-4.45, Synergy_Bliss=-3.32, Synergy_Loewe=-6.78, Synergy_HSA=-2.47. (5) Drug 1: CN(C)C1=NC(=NC(=N1)N(C)C)N(C)C. Drug 2: C1=CC=C(C(=C1)C(C2=CC=C(C=C2)Cl)C(Cl)Cl)Cl. Cell line: SF-268. Synergy scores: CSS=-6.07, Synergy_ZIP=2.18, Synergy_Bliss=-2.24, Synergy_Loewe=-7.22, Synergy_HSA=-7.90. (6) Drug 2: COC1=NC(=NC2=C1N=CN2C3C(C(C(O3)CO)O)O)N. Synergy scores: CSS=-6.41, Synergy_ZIP=0.502, Synergy_Bliss=-0.605, Synergy_Loewe=-14.3, Synergy_HSA=-8.43. Cell line: OVCAR3. Drug 1: C1C(C(OC1N2C=NC3=C(N=C(N=C32)Cl)N)CO)O. (7) Drug 1: CN1C(=O)N2C=NC(=C2N=N1)C(=O)N. Drug 2: CC(C)CN1C=NC2=C1C3=CC=CC=C3N=C2N. Cell line: SW-620. Synergy scores: CSS=8.28, Synergy_ZIP=-4.77, Synergy_Bliss=-6.39, Synergy_Loewe=-0.801, Synergy_HSA=-1.96. (8) Drug 1: C(=O)(N)NO. Drug 2: CC1CCCC2(C(O2)CC(NC(=O)CC(C(C(=O)C(C1O)C)(C)C)O)C(=CC3=CSC(=N3)C)C)C. Cell line: KM12. Synergy scores: CSS=53.7, Synergy_ZIP=3.44, Synergy_Bliss=2.79, Synergy_Loewe=-8.16, Synergy_HSA=3.44. (9) Drug 1: C1C(C(OC1N2C=NC3=C(N=C(N=C32)Cl)N)CO)O. Drug 2: CCN(CC)CCNC(=O)C1=C(NC(=C1C)C=C2C3=C(C=CC(=C3)F)NC2=O)C. Cell line: SK-MEL-5. Synergy scores: CSS=35.6, Synergy_ZIP=-2.02, Synergy_Bliss=-0.199, Synergy_Loewe=-11.2, Synergy_HSA=-0.618.